This data is from Reaction yield outcomes from USPTO patents with 853,638 reactions. The task is: Predict the reaction yield, written as a fraction of the theoretical maximum amount of product (1.0 means a 100% yield; for example, 0.34 means a 34% yield). (1) The reactants are Cl[C:2]1[CH:7]=[C:6]([CH:8]([F:10])[F:9])[CH:5]=[CH:4][N:3]=1.[C:11]([O:15][C:16](=[O:18])[NH2:17])([CH3:14])([CH3:13])[CH3:12].C([O-])([O-])=O.[Cs+].[Cs+].CC(C1C=C(C(C)C)C(C2C=CC=CC=2P(C2CCCCC2)C2CCCCC2)=C(C(C)C)C=1)C.N#N. The catalyst is O1CCOCC1.CC([O-])=O.CC([O-])=O.[Pd+2]. The product is [F:9][CH:8]([F:10])[C:6]1[CH:5]=[CH:4][N:3]=[C:2]([NH:17][C:16](=[O:18])[O:15][C:11]([CH3:14])([CH3:13])[CH3:12])[CH:7]=1. The yield is 0.805. (2) The reactants are CON(C)[C:4]([C:6]1[NH:7][C:8]2[C:13]([CH:14]=1)=[CH:12][CH:11]=[CH:10][C:9]=2[NH:15][S:16]([C:19]1[S:20][CH:21]=[CH:22][CH:23]=1)(=[O:18])=[O:17])=[O:5].C[Li].[C:27](O)(=O)CC(CC(O)=O)(C(O)=O)O. The catalyst is O1CCCC1.C(OCC)C. The product is [C:4]([C:6]1[NH:7][C:8]2[C:13]([CH:14]=1)=[CH:12][CH:11]=[CH:10][C:9]=2[NH:15][S:16]([C:19]1[S:20][CH:21]=[CH:22][CH:23]=1)(=[O:18])=[O:17])(=[O:5])[CH3:27]. The yield is 0.160.